Dataset: Reaction yield outcomes from USPTO patents with 853,638 reactions. Task: Predict the reaction yield, written as a fraction of the theoretical maximum amount of product (1.0 means a 100% yield; for example, 0.34 means a 34% yield). (1) The reactants are Br.Br.[F:3][C:4]1[CH:5]=[C:6]([NH:33][C:34]([NH:36][C:37](=[O:45])[CH2:38][C:39]2[CH:44]=[CH:43][CH:42]=[CH:41][CH:40]=2)=[S:35])[CH:7]=[CH:8][C:9]=1[O:10][C:11]1[C:20]2[C:15](=[CH:16][C:17]([O:23][CH2:24][CH:25]3[CH2:32][CH:28]4[CH2:29][NH:30][CH2:31][CH:27]4[CH2:26]3)=[C:18]([O:21][CH3:22])[CH:19]=2)[N:14]=[CH:13][N:12]=1.C=O.[C:48]([O-])(O)=O.[Na+]. The catalyst is C(C#N)(C)=O.O.CC(O)=O. The product is [F:3][C:4]1[CH:5]=[C:6]([NH:33][C:34]([NH:36][C:37](=[O:45])[CH2:38][C:39]2[CH:40]=[CH:41][CH:42]=[CH:43][CH:44]=2)=[S:35])[CH:7]=[CH:8][C:9]=1[O:10][C:11]1[C:20]2[C:15](=[CH:16][C:17]([O:23][CH2:24][CH:25]3[CH2:32][CH:28]4[CH2:29][N:30]([CH3:48])[CH2:31][CH:27]4[CH2:26]3)=[C:18]([O:21][CH3:22])[CH:19]=2)[N:14]=[CH:13][N:12]=1. The yield is 0.400. (2) The reactants are [CH2:1]1[CH:3]([C:4]([NH2:6])=N)[CH2:2]1.Cl.[Br:8][C:9]1[CH:10]=[CH:11][C:12]2[O:18][CH2:17][CH2:16][N:15]3[C:19](I)=[C:20]([C:22]([NH2:24])=[O:23])[N:21]=[C:14]3[C:13]=2[CH:26]=1.[NH2:27][NH2:28].[CH2:29](Cl)Cl. No catalyst specified. The product is [Br:8][C:9]1[CH:10]=[CH:11][C:12]2[O:18][CH2:17][CH2:16][N:15]3[C:19]([C:29]4[NH:28][N:27]=[C:4]([CH:3]5[CH2:1][CH2:2]5)[N:6]=4)=[C:20]([C:22]([NH2:24])=[O:23])[N:21]=[C:14]3[C:13]=2[CH:26]=1. The yield is 0.310.